Dataset: CYP3A4 inhibition data for predicting drug metabolism from PubChem BioAssay. Task: Regression/Classification. Given a drug SMILES string, predict its absorption, distribution, metabolism, or excretion properties. Task type varies by dataset: regression for continuous measurements (e.g., permeability, clearance, half-life) or binary classification for categorical outcomes (e.g., BBB penetration, CYP inhibition). Dataset: cyp3a4_veith. The drug is CC(=O)O.O=C(N/N=C/c1cc([N+](=O)[O-])ccc1N1CCNCC1)c1ccc([N+](=O)[O-])cc1. The result is 0 (non-inhibitor).